Predict the product of the given reaction. From a dataset of Forward reaction prediction with 1.9M reactions from USPTO patents (1976-2016). Given the reactants C(NC(C)C)(C)C.C([Li])CCC.[S:13]1(=O)[CH2:18][CH2:17][CH2:16][CH2:15][CH2:14]1.C1C=CC(N([S:34]([C:37]([F:40])([F:39])[F:38])(=[O:36])=[O:35])[S:34]([C:37]([F:40])([F:39])[F:38])(=[O:36])=[O:35])=CC=1.C1C[O:44]CC1, predict the reaction product. The product is: [S:13]1[CH2:18][CH:17]=[C:16]([O:35][S:34]([C:37]([F:40])([F:39])[F:38])(=[O:44])=[O:36])[CH2:15][CH2:14]1.